From a dataset of Catalyst prediction with 721,799 reactions and 888 catalyst types from USPTO. Predict which catalyst facilitates the given reaction. Reactant: [CH3:1][C:2]([O:5][C:6]([N:8]1[CH2:13][CH2:12][C:11]([NH:17][C:18]([O:20][CH2:21][C:22]2[CH:27]=[CH:26][CH:25]=[CH:24][CH:23]=2)=[O:19])([C:14]([OH:16])=[O:15])[CH2:10][CH2:9]1)=[O:7])([CH3:4])[CH3:3].CI.[C:30](=O)([O-])[O-].[K+].[K+]. Product: [C:22]1([CH2:21][O:20][C:18]([NH:17][C:11]2([C:14]([O:16][CH3:30])=[O:15])[CH2:12][CH2:13][N:8]([C:6]([O:5][C:2]([CH3:1])([CH3:3])[CH3:4])=[O:7])[CH2:9][CH2:10]2)=[O:19])[CH:23]=[CH:24][CH:25]=[CH:26][CH:27]=1. The catalyst class is: 21.